From a dataset of Reaction yield outcomes from USPTO patents with 853,638 reactions. Predict the reaction yield, written as a fraction of the theoretical maximum amount of product (1.0 means a 100% yield; for example, 0.34 means a 34% yield). The reactants are [OH:1][C:2]1[CH:3]=[CH:4][CH:5]=[C:6]2[C:11]=1[N:10]=[C:9]([CH3:12])[CH:8]=[CH:7]2.[CH2:13](Br)[C:14]1[CH:19]=[CH:18][CH:17]=[CH:16][CH:15]=1.[Se](=O)=[O:22]. No catalyst specified. The product is [CH2:13]([O:1][C:2]1[CH:3]=[CH:4][CH:5]=[C:6]2[C:11]=1[N:10]=[C:9]([CH:12]=[O:22])[CH:8]=[CH:7]2)[C:14]1[CH:19]=[CH:18][CH:17]=[CH:16][CH:15]=1. The yield is 0.350.